This data is from Reaction yield outcomes from USPTO patents with 853,638 reactions. The task is: Predict the reaction yield, written as a fraction of the theoretical maximum amount of product (1.0 means a 100% yield; for example, 0.34 means a 34% yield). (1) The reactants are [N:1]([CH2:4][CH2:5][CH2:6][CH2:7][C:8]1[NH:9][C:10]([CH3:34])=[C:11]([C:30]([O:32][CH3:33])=[O:31])[CH:12]([C:21]2[CH:26]=[CH:25][C:24]([N+:27]([O-:29])=[O:28])=[CH:23][CH:22]=2)[C:13]=1[C:14]([O:16]CCC#N)=[O:15])=[N+:2]=[N-:3].[OH-].[K+]. The catalyst is CC(C)=O. The product is [N:1]([CH2:4][CH2:5][CH2:6][CH2:7][C:8]1[NH:9][C:10]([CH3:34])=[C:11]([C:30]([O:32][CH3:33])=[O:31])[CH:12]([C:21]2[CH:22]=[CH:23][C:24]([N+:27]([O-:29])=[O:28])=[CH:25][CH:26]=2)[C:13]=1[C:14]([OH:16])=[O:15])=[N+:2]=[N-:3]. The yield is 0.610. (2) The reactants are [CH2:1]([O:3][C:4]1[C:13]2[C:8](=[CH:9][CH:10]=[C:11]([CH:14]=O)[CH:12]=2)[N:7]=[CH:6][C:5]=1[C:16]#[N:17])[CH3:2].[S:18]1[CH2:24][C:22](=[O:23])[NH:21][C:19]1=[S:20].C([O-])(=O)C.[NH4+]. The catalyst is C1(C)C=CC=CC=1. The product is [CH2:1]([O:3][C:4]1[C:13]2[C:8](=[CH:9][CH:10]=[C:11](/[CH:14]=[C:24]3/[C:22](=[O:23])[NH:21][C:19](=[S:20])[S:18]/3)[CH:12]=2)[N:7]=[CH:6][C:5]=1[C:16]#[N:17])[CH3:2]. The yield is 1.00. (3) The product is [CH2:1]([C:5]1[N:6]=[C:7]([Cl:19])[CH:8]=[CH:9][C:10]=1[C:11]([O:13][CH2:14][CH3:15])=[O:12])[CH2:2][CH2:3][CH3:4]. The yield is 0.810. The reactants are [CH2:1]([C:5]1[NH:6][C:7](=O)[CH:8]=[CH:9][C:10]=1[C:11]([O:13][CH2:14][CH3:15])=[O:12])[CH2:2][CH2:3][CH3:4].P(Cl)(Cl)([Cl:19])=O. No catalyst specified. (4) No catalyst specified. The product is [CH3:14][O:15][C:16]1[CH:25]=[C:24]2[C:19]([N:20]=[CH:21][C:22]([S:26][CH2:27][CH2:28][N:29]3[CH2:30][CH2:31][CH:32]([NH:35][CH2:12][C:9]4[CH:10]=[CH:11][C:5]5[S:4][CH2:3][C:2](=[O:1])[NH:7][C:6]=5[CH:8]=4)[CH2:33][CH2:34]3)=[N:23]2)=[CH:18][CH:17]=1. The reactants are [O:1]=[C:2]1[NH:7][C:6]2[CH:8]=[C:9]([CH:12]=O)[CH:10]=[CH:11][C:5]=2[S:4][CH2:3]1.[CH3:14][O:15][C:16]1[CH:25]=[C:24]2[C:19]([N:20]=[CH:21][C:22]([S:26][CH2:27][CH2:28][N:29]3[CH2:34][CH2:33][CH:32]([NH2:35])[CH2:31][CH2:30]3)=[N:23]2)=[CH:18][CH:17]=1. The yield is 0.480. (5) The reactants are [CH3:1][O:2][C:3]1[C:4]([Si:13]([C:26]2[CH:31]=[CH:30][CH:29]=[CH:28][CH:27]=2)([C:20]2[CH:25]=[CH:24][CH:23]=[CH:22][CH:21]=2)[C:14]2[CH:19]=[CH:18][CH:17]=[CH:16][CH:15]=2)=[CH:5][C:6]2[C:11]([CH:12]=1)=[CH:10][CH:9]=[CH:8][CH:7]=2.[Br:32]N1C(=O)CCC1=O.CN(C)C=O.CCOC(C)=O. The product is [Br:32][C:12]1[C:11]2[C:6](=[CH:7][CH:8]=[CH:9][CH:10]=2)[CH:5]=[C:4]([Si:13]([C:20]2[CH:21]=[CH:22][CH:23]=[CH:24][CH:25]=2)([C:14]2[CH:19]=[CH:18][CH:17]=[CH:16][CH:15]=2)[C:26]2[CH:31]=[CH:30][CH:29]=[CH:28][CH:27]=2)[C:3]=1[O:2][CH3:1]. The yield is 0.960. The catalyst is O. (6) The reactants are [NH2:1][C:2]1[CH:7]=[C:6]([CH:8]([OH:10])[CH3:9])[CH:5]=[CH:4][N:3]=1.[H-].[Na+].F[C:14]1[C:23]2[C:18](=[CH:19][CH:20]=[CH:21][CH:22]=2)[C:17]([N+:24]([O-:26])=[O:25])=[CH:16][CH:15]=1. The catalyst is CN(C=O)C. The product is [N+:24]([C:17]1[C:18]2[C:23](=[CH:22][CH:21]=[CH:20][CH:19]=2)[C:14]([O:10][CH:8]([C:6]2[CH:5]=[CH:4][N:3]=[C:2]([NH2:1])[CH:7]=2)[CH3:9])=[CH:15][CH:16]=1)([O-:26])=[O:25]. The yield is 0.570. (7) The reactants are [CH2:1]1[C:9]2[C:4](=[CH:5][C:6]([CH2:10][C:11]#[N:12])=[CH:7][CH:8]=2)[CH2:3][CH2:2]1.[OH-].[Na+].Br[CH2:16][CH2:17]Cl. The catalyst is C1(C)C=CC=CC=1.[N+](CCCC)(CCCC)(CCCC)CCCC.[Br-].O. The product is [CH2:3]1[C:4]2[C:9](=[CH:8][CH:7]=[C:6]([C:10]3([C:11]#[N:12])[CH2:17][CH2:16]3)[CH:5]=2)[CH2:1][CH2:2]1. The yield is 0.160. (8) The reactants are [N:1]1[NH:2][C:3](=[O:11])[CH:4]=[C:5]2[CH2:10][CH2:9][CH2:8][O:7][C:6]=12.[H-].[Na+].C1C=CC(N([S:21]([C:24]([F:27])([F:26])[F:25])(=[O:23])=[O:22])[S:21]([C:24]([F:27])([F:26])[F:25])(=[O:23])=[O:22])=CC=1. The catalyst is CN(C=O)C.C(OCC)(=O)C. The product is [F:25][C:24]([F:27])([F:26])[S:21]([O:11][C:3]1[N:2]=[N:1][C:6]2[O:7][CH2:8][CH2:9][CH2:10][C:5]=2[CH:4]=1)(=[O:23])=[O:22]. The yield is 0.800. (9) The reactants are [NH2:1][C:2]1[CH:10]=[C:9]([CH3:11])[CH:8]=[CH:7][C:3]=1[C:4](O)=[O:5].[O-:12][C:13]#[N:14].[K+].[OH-].[Na+]. The catalyst is O.C(O)(=O)C. The product is [CH3:11][C:9]1[CH:10]=[C:2]2[C:3]([C:4](=[O:5])[NH:14][C:13](=[O:12])[NH:1]2)=[CH:7][CH:8]=1. The yield is 0.830. (10) The reactants are [N:1]1[CH:6]=[CH:5][CH:4]=[CH:3][C:2]=1[CH:7]=[CH:8][CH2:9][CH2:10][CH2:11][CH2:12][C:13]([OH:15])=[O:14].C([O-])=O.[NH4+]. The catalyst is C(O)C.O.[C].[Pd]. The product is [N:1]1[CH:6]=[CH:5][CH:4]=[CH:3][C:2]=1[CH2:7][CH2:8][CH2:9][CH2:10][CH2:11][CH2:12][C:13]([OH:15])=[O:14]. The yield is 0.910.